Dataset: Reaction yield outcomes from USPTO patents with 853,638 reactions. Task: Predict the reaction yield, written as a fraction of the theoretical maximum amount of product (1.0 means a 100% yield; for example, 0.34 means a 34% yield). The reactants are [F:1][C:2]1[CH:7]=[CH:6][C:5]([CH:8]2[CH:17]([C:18]3[N:19]([CH3:27])[C:20]4[CH:25]=[CH:24][N:23]=[CH:22][C:21]=4[N:26]=3)[C:16](=O)[C:15]3[C:14]([C:29]([O:31]CC)=O)=[CH:13][CH:12]=[CH:11][C:10]=3[NH:9]2)=[CH:4][CH:3]=1.O.[NH2:35][NH2:36]. The catalyst is CO. The product is [F:1][C:2]1[CH:3]=[CH:4][C:5]([CH:8]2[NH:9][C:10]3[C:15]4[C:16](=[N:35][NH:36][C:29](=[O:31])[C:14]=4[CH:13]=[CH:12][CH:11]=3)[CH:17]2[C:18]2[N:19]([CH3:27])[C:20]3[CH:25]=[CH:24][N:23]=[CH:22][C:21]=3[N:26]=2)=[CH:6][CH:7]=1. The yield is 0.0500.